Predict the reaction yield, written as a fraction of the theoretical maximum amount of product (1.0 means a 100% yield; for example, 0.34 means a 34% yield). From a dataset of Reaction yield outcomes from USPTO patents with 853,638 reactions. (1) The reactants are [C:1]1([N:7]2[CH:11]=[C:10]([C:12]([O:14]CC)=[O:13])[C:9]([C:17]([F:20])([F:19])[F:18])=[N:8]2)[CH:6]=[CH:5][CH:4]=[CH:3][CH:2]=1.[OH-].[Na+]. The catalyst is CCO.C1COCC1. The product is [C:1]1([N:7]2[CH:11]=[C:10]([C:12]([OH:14])=[O:13])[C:9]([C:17]([F:19])([F:20])[F:18])=[N:8]2)[CH:2]=[CH:3][CH:4]=[CH:5][CH:6]=1. The yield is 0.780. (2) The reactants are CC(C)([O-])C.[K+].[C:7]([CH2:9][C:10](OCC)=[O:11])#[N:8].[S:15]1[CH:19]=[CH:18][N:17]=[C:16]1[C:20]([NH2:22])=[NH:21]. The catalyst is C(O)CCC. The product is [NH2:8][C:7]1[N:22]=[C:20]([C:16]2[S:15][CH:19]=[CH:18][N:17]=2)[N:21]=[C:10]([OH:11])[CH:9]=1. The yield is 0.160. (3) The reactants are [CH3:1][C:2]1[CH:7]=[CH:6][C:5]([S:8]([O:11][CH2:12][C@H:13]([O:16][C:17]2[C:22](C=CC)=[CH:21][CH:20]=[C:19]([F:26])[C:18]=2[C:27]2[CH:32]=[CH:31][CH:30]=[CH:29][C:28]=2[Cl:33])[CH:14]=[CH2:15])(=[O:10])=[O:9])=[CH:4][CH:3]=1. The catalyst is ClCCCl.C(P(C1CCCCC1)(C1CCCCC1)C1CCCCC1)(P(C1CCCCC1)(C1CCCCC1)C1CCCCC1)C1C=CC=CC=1.Cl[Ru]Cl. The product is [CH3:1][C:2]1[CH:7]=[CH:6][C:5]([S:8]([O:11][CH2:12][C@H:13]2[CH:14]=[CH:15][C:22]3[C:17](=[C:18]([C:27]4[CH:32]=[CH:31][CH:30]=[CH:29][C:28]=4[Cl:33])[C:19]([F:26])=[CH:20][CH:21]=3)[O:16]2)(=[O:9])=[O:10])=[CH:4][CH:3]=1. The yield is 0.510. (4) The reactants are [CH3:1][C:2]1[CH:11]=[CH:10][C:5]2[N:6]=[C:7]([NH2:9])[S:8][C:4]=2[CH:3]=1.[C:12](N1C=CN=C1)([N:14]1[CH:18]=[CH:17][N:16]=[CH:15]1)=[S:13]. The catalyst is C(#N)C. The product is [CH3:1][C:2]1[CH:11]=[CH:10][C:5]2[N:6]=[C:7]([NH:9][C:12]([N:14]3[CH:18]=[CH:17][N:16]=[CH:15]3)=[S:13])[S:8][C:4]=2[CH:3]=1. The yield is 0.620.